This data is from Catalyst prediction with 721,799 reactions and 888 catalyst types from USPTO. The task is: Predict which catalyst facilitates the given reaction. (1) Reactant: [CH2:1]([N:8]([C:29]1([CH3:38])[CH2:37][C:36]2[C:31](=[CH:32][CH:33]=[CH:34][CH:35]=2)[CH2:30]1)[CH2:9][C@@H:10]([C:12]1[CH:17]=[CH:16][C:15]([O:18][CH2:19][C:20]2[CH:25]=[CH:24][CH:23]=[CH:22][CH:21]=2)=[C:14]([N+:26]([O-:28])=[O:27])[CH:13]=1)[OH:11])[C:2]1[CH:7]=[CH:6][CH:5]=[CH:4][CH:3]=1.[C:39](OC(=O)C)(=[O:41])[CH3:40].O.C(OCC)(=O)C. Product: [CH2:1]([N:8]([C:29]1([CH3:38])[CH2:37][C:36]2[C:31](=[CH:32][CH:33]=[CH:34][CH:35]=2)[CH2:30]1)[CH2:9][C@H:10]([O:11][C:39](=[O:41])[CH3:40])[C:12]1[CH:17]=[CH:16][C:15]([O:18][CH2:19][C:20]2[CH:25]=[CH:24][CH:23]=[CH:22][CH:21]=2)=[C:14]([N+:26]([O-:28])=[O:27])[CH:13]=1)[C:2]1[CH:7]=[CH:6][CH:5]=[CH:4][CH:3]=1. The catalyst class is: 17. (2) Reactant: [O:1]=[C:2]1[C@:11]2(C(OCC)=O)[CH2:12][C:13](=[O:15])[CH2:14][C@@H:10]2[C:9]2[C:4]3=[C:5]([CH2:21][CH2:22][CH2:23][N:3]13)[CH:6]=[CH:7][CH:8]=2.Cl. Product: [CH:8]1[CH:7]=[CH:6][C:5]2[CH2:21][CH2:22][CH2:23][N:3]3[C:4]=2[C:9]=1[C@H:10]1[CH2:14][C:13](=[O:15])[CH2:12][C@H:11]1[C:2]3=[O:1]. The catalyst class is: 38.